This data is from Reaction yield outcomes from USPTO patents with 853,638 reactions. The task is: Predict the reaction yield, written as a fraction of the theoretical maximum amount of product (1.0 means a 100% yield; for example, 0.34 means a 34% yield). (1) The reactants are [CH3:1][C:2]1[CH:7]=[C:6]([CH3:8])[CH:5]=[C:4]([CH:9]=[CH:10][CH:11]=[CH:12][C:13]2[CH:18]=[CH:17][C:16]([N+:19]([O-])=O)=[CH:15][CH:14]=2)[N:3]=1. The catalyst is [Pd].CO. The product is [CH3:8][C:6]1[CH:7]=[C:2]([CH3:1])[N:3]=[C:4]([CH2:9][CH2:10][CH2:11][CH2:12][C:13]2[CH:18]=[CH:17][C:16]([NH2:19])=[CH:15][CH:14]=2)[CH:5]=1. The yield is 0.710. (2) The yield is 0.610. The catalyst is O1CCOCC1. The reactants are C([N:3]([CH2:6][CH3:7])[CH2:4]C)C.[C:8]([OH:12])([CH3:11])([CH3:10])[CH3:9].[CH3:13][O:14][C:15]1[C:23]([O:24][CH3:25])=CC=C[C:16]=1[C:17](O)=O.C1C=CC(P(N=[N+]=[N-])(C2C=CC=CC=2)=[O:33])=CC=1. The product is [CH3:25][O:24][C:23]1[C:15]([O:14][CH3:13])=[CH:16][CH:17]=[CH:7][C:6]=1[NH:3][C:4](=[O:33])[O:12][C:8]([CH3:11])([CH3:10])[CH3:9].